This data is from Reaction yield outcomes from USPTO patents with 853,638 reactions. The task is: Predict the reaction yield, written as a fraction of the theoretical maximum amount of product (1.0 means a 100% yield; for example, 0.34 means a 34% yield). (1) The catalyst is CN(C=O)C.O. The yield is 0.770. The reactants are [Cl:1][C:2]1[CH:11]=[CH:10][C:9]2[C:8]([C:12]([OH:14])=O)=[C:7]([Cl:15])[CH:6]=[CH:5][C:4]=2[N:3]=1.[F:16][C:17]1([F:25])[CH2:22][CH2:21][CH:20](NC)[CH2:19][CH2:18]1.Cl.[CH3:27][N:28](C)CCCN=C=NCC.N1(O)C2C=CC=CC=2N=N1.C(N(C(C)C)C(C)C)C. The product is [Cl:1][C:2]1[CH:11]=[CH:10][C:9]2[C:8]([C:12]([NH:28][CH2:27][CH:20]3[CH2:19][CH2:18][C:17]([F:16])([F:25])[CH2:22][CH2:21]3)=[O:14])=[C:7]([Cl:15])[CH:6]=[CH:5][C:4]=2[N:3]=1. (2) The reactants are [Cl:1][C:2]1[CH:7]=[C:6]([N:8]([CH3:29])[C:9]2[C:10]([CH:26]3[CH2:28][CH2:27]3)=[N:11][C:12]([N:17]3[CH2:22][CH2:21][NH:20][C@H:19]([CH:23]4[CH2:25][CH2:24]4)[CH2:18]3)=[C:13]([CH:16]=2)[C:14]#[N:15])[CH:5]=[CH:4][N:3]=1.[OH:30][CH2:31][CH2:32][C:33]([O-])=[O:34].[Na+].CN(C(ON1N=NC2C=CC=NC1=2)=[N+](C)C)C.F[P-](F)(F)(F)(F)F.CCN(C(C)C)C(C)C. The catalyst is CN(C=O)C. The product is [Cl:1][C:2]1[CH:7]=[C:6]([N:8]([CH3:29])[C:9]2[C:10]([CH:26]3[CH2:27][CH2:28]3)=[N:11][C:12]([N:17]3[CH2:22][CH2:21][N:20]([C:31](=[O:30])[CH2:32][CH2:33][OH:34])[C@H:19]([CH:23]4[CH2:25][CH2:24]4)[CH2:18]3)=[C:13]([CH:16]=2)[C:14]#[N:15])[CH:5]=[CH:4][N:3]=1. The yield is 0.563. (3) The reactants are [Cl:1][C:2]1[C:3]([F:17])=[C:4]([CH:6]=[CH:7][C:8]=1[O:9][C:10]1[CH:15]=[CH:14][N:13]=[C:12](Cl)[CH:11]=1)[NH2:5].[CH3:18][N:19]1[CH:23]=[C:22](B2OC(C)(C)C(C)(C)O2)[CH:21]=[N:20]1.[O-]P([O-])([O-])=O.[K+].[K+].[K+]. The catalyst is CN(C=O)C.O.C1C=CC([P]([Pd]([P](C2C=CC=CC=2)(C2C=CC=CC=2)C2C=CC=CC=2)([P](C2C=CC=CC=2)(C2C=CC=CC=2)C2C=CC=CC=2)[P](C2C=CC=CC=2)(C2C=CC=CC=2)C2C=CC=CC=2)(C2C=CC=CC=2)C2C=CC=CC=2)=CC=1. The product is [Cl:1][C:2]1[C:3]([F:17])=[C:4]([CH:6]=[CH:7][C:8]=1[O:9][C:10]1[CH:15]=[CH:14][N:13]=[C:12]([C:22]2[CH:21]=[N:20][N:19]([CH3:18])[CH:23]=2)[CH:11]=1)[NH2:5]. The yield is 0.260. (4) The reactants are C[CH2:2][N:3]=C=NCCCN(C)C.C1C=CC2N(O)N=NC=2C=1.CCN(C(C)C)C(C)C.Cl.CN.[CH3:34][C:35]1[CH:40]=[CH:39][N:38]=[CH:37][C:36]=1[N:41]1[CH2:45][CH2:44][N:43]([C:46]2[CH:54]=[CH:53][C:49]([C:50]([OH:52])=O)=[CH:48][CH:47]=2)[C:42]1=[O:55]. The catalyst is CN(C=O)C. The product is [CH3:2][NH:3][C:50](=[O:52])[C:49]1[CH:48]=[CH:47][C:46]([N:43]2[CH2:44][CH2:45][N:41]([C:36]3[CH:37]=[N:38][CH:39]=[CH:40][C:35]=3[CH3:34])[C:42]2=[O:55])=[CH:54][CH:53]=1. The yield is 0.654. (5) The reactants are [NH2:1][C:2]1[CH:3]=[C:4]([CH:7]=[CH:8][CH:9]=1)[C:5]#[N:6].[CH3:10][C:11]1([CH3:24])[O:23][C:15]2[C:16]([CH3:22])=[N:17][CH:18]=[C:19]([CH:20]=O)[C:14]=2[CH2:13][O:12]1. No catalyst specified. The product is [CH3:10][C:11]1([CH3:24])[O:23][C:15]2=[C:16]([CH3:22])[N:17]=[CH:18][C:19]([CH2:20][NH:1][C:2]3[CH:3]=[C:4]([CH:7]=[CH:8][CH:9]=3)[C:5]#[N:6])=[C:14]2[CH2:13][O:12]1. The yield is 0.200. (6) The reactants are [CH:1]([C:3]1[N:8]=[N:7][C:6]2[O:9][CH2:10][CH2:11][CH2:12][C:5]=2[CH:4]=1)=C.O.I([O-])(=O)(=O)=[O:15].[Na+]. The catalyst is O1CCOCC1.[Os](=O)(=O)(=O)=O. The product is [N:7]1[C:6]2[O:9][CH2:10][CH2:11][CH2:12][C:5]=2[CH:4]=[C:3]([CH:1]=[O:15])[N:8]=1. The yield is 0.540. (7) The reactants are [CH3:1][N:2]([CH3:23])[C:3](=[O:22])[C:4]1[CH:9]=[CH:8][C:7](/[CH:10]=[N:11]/[C:12]2[CH:20]=[CH:19][CH:18]=[C:17]3[C:13]=2[CH2:14][O:15][C:16]3=[O:21])=[CH:6][CH:5]=1.[F:24][C:25]1[CH:32]=[CH:31][C:28]([CH:29]=O)=[CH:27][CH:26]=1.[Na].[C:34](OCC)(=[O:37])CC.[CH2:41](O)C. No catalyst specified. The product is [CH3:1][N:2]([CH3:23])[C:3]([C:4]1[CH:9]=[CH:8][C:7]([CH:10]2[CH:29]([C:28]3[CH:31]=[CH:32][C:25]([F:24])=[CH:26][CH:27]=3)[C:34](=[O:37])[C:13]3[C:17]([C:16]([O:15][CH2:14][CH3:41])=[O:21])=[CH:18][CH:19]=[CH:20][C:12]=3[NH:11]2)=[CH:6][CH:5]=1)=[O:22]. The yield is 0.220.